This data is from Forward reaction prediction with 1.9M reactions from USPTO patents (1976-2016). The task is: Predict the product of the given reaction. (1) Given the reactants [F:1][C:2]1[CH:7]=[CH:6][C:5](B(O)O)=[C:4]([O:11][CH3:12])[CH:3]=1.Cl[C:14]1[N:19]=[C:18]([NH2:20])[N:17]=[C:16]([NH:21][CH3:22])[CH:15]=1, predict the reaction product. The product is: [F:1][C:2]1[CH:7]=[CH:6][C:5]([C:14]2[N:19]=[C:18]([NH2:20])[N:17]=[C:16]([NH:21][CH3:22])[CH:15]=2)=[C:4]([O:11][CH3:12])[CH:3]=1. (2) The product is: [C:13]([O:12][C:11]([NH:10][C:8]1[N:9]=[C:4]([CH2:3][CH2:2][O:1][C:29]2[CH:30]=[CH:31][C:26]([CH2:25][C@@H:24]([C:33]([O:35][CH3:36])=[O:34])[NH:23][C:21]([C:20]3[C:37]([Cl:41])=[CH:38][CH:39]=[CH:40][C:19]=3[Cl:18])=[O:22])=[CH:27][CH:28]=2)[CH:5]=[CH:6][CH:7]=1)=[O:17])([CH3:14])([CH3:16])[CH3:15]. Given the reactants [OH:1][CH2:2][CH2:3][C:4]1[N:9]=[C:8]([NH:10][C:11](=[O:17])[O:12][C:13]([CH3:16])([CH3:15])[CH3:14])[CH:7]=[CH:6][CH:5]=1.[Cl:18][C:19]1[CH:40]=[CH:39][CH:38]=[C:37]([Cl:41])[C:20]=1[C:21]([NH:23][C@H:24]([C:33]([O:35][CH3:36])=[O:34])[CH2:25][C:26]1[CH:31]=[CH:30][C:29](O)=[CH:28][CH:27]=1)=[O:22].C1(P(C2C=CC=CC=2)C2C=CC=CC=2)C=CC=CC=1.C1CCN(C(N=NC(N2CCCCC2)=O)=O)CC1, predict the reaction product. (3) Given the reactants [CH2:1]([C:4]([OH:6])=[O:5])[CH2:2][SH:3].[C:7]1([C:13](Cl)([C:20]2[CH:25]=[CH:24][CH:23]=[CH:22][CH:21]=2)[C:14]2[CH:19]=[CH:18][CH:17]=[CH:16][CH:15]=2)[CH:12]=[CH:11][CH:10]=[CH:9][CH:8]=1, predict the reaction product. The product is: [C:13]([S:3][CH2:2][CH2:1][C:4]([OH:6])=[O:5])([C:7]1[CH:12]=[CH:11][CH:10]=[CH:9][CH:8]=1)([C:20]1[CH:21]=[CH:22][CH:23]=[CH:24][CH:25]=1)[C:14]1[CH:15]=[CH:16][CH:17]=[CH:18][CH:19]=1. (4) Given the reactants [Cl:1][C:2]1[N:3]=[C:4]2[CH:9]=[CH:8][CH:7]=[CH:6][N:5]2[C:10]=1I.[F:12][C:13]1[CH:14]=[CH:15][C:16]2=[C:17]([CH:33]=1)[O:18][CH2:19][C:20]1[CH:30]=[C:29]([CH:31]=[O:32])[CH:28]=[CH:27][C:21]=1/[C:22]/2=[C:23](/[CH3:26])\[C:24]#[N:25], predict the reaction product. The product is: [Cl:1][C:2]1[N:3]=[C:4]2[CH:9]=[CH:8][CH:7]=[CH:6][N:5]2[C:10]=1[CH:31]([OH:32])[C:29]1[CH:28]=[CH:27][C:21]2/[C:22](=[C:23](/[CH3:26])\[C:24]#[N:25])/[C:16]3[CH:15]=[CH:14][C:13]([F:12])=[CH:33][C:17]=3[O:18][CH2:19][C:20]=2[CH:30]=1. (5) Given the reactants C(OC([NH:8][C:9]1([C:12]2[NH:13][C:14]([C:22]3[CH:31]=[CH:30][CH:29]=[C:28]4[C:23]=3[N:24]=[C:25]([NH:33][CH2:34][C:35]([F:38])([F:37])[F:36])[C:26]([CH3:32])=[N:27]4)=[CH:15][C:16]=2[C:17]([O:19]CC)=[O:18])[CH2:11][CH2:10]1)=O)(C)(C)C.[ClH:39], predict the reaction product. The product is: [ClH:39].[NH2:8][C:9]1([C:12]2[NH:13][C:14]([C:22]3[CH:31]=[CH:30][CH:29]=[C:28]4[C:23]=3[N:24]=[C:25]([NH:33][CH2:34][C:35]([F:36])([F:38])[F:37])[C:26]([CH3:32])=[N:27]4)=[CH:15][C:16]=2[C:17]([OH:19])=[O:18])[CH2:10][CH2:11]1. (6) Given the reactants [CH2:1]([OH:7])/[CH:2]=[CH:3]/[CH:4]=[CH:5]/[CH3:6].[C:8]1(=[O:14])[O:13][C:11](=[O:12])[CH2:10][CH2:9]1.C(N(CC)C(C)C)(C)C, predict the reaction product. The product is: [CH2:1]([O:7][C:8](=[O:14])[CH2:9][CH2:10][C:11]([OH:13])=[O:12])/[CH:2]=[CH:3]/[CH:4]=[CH:5]/[CH3:6]. (7) Given the reactants [O:1]=[C:2]([CH3:10])[CH2:3]P(=O)(OC)OC.[Li+].[Cl-].[N:13]1[C:22]2[C:17](=[CH:18][CH:19]=[CH:20][CH:21]=2)[CH:16]=[C:15]([CH:23]=O)[CH:14]=1.C1CCN2C(=NCCC2)CC1, predict the reaction product. The product is: [N:13]1[C:22]2[C:17](=[CH:18][CH:19]=[CH:20][CH:21]=2)[CH:16]=[C:15]([CH:23]=[CH:3][C:2](=[O:1])[CH3:10])[CH:14]=1. (8) The product is: [C:1]([C:3]1[C:4](=[O:22])[O:5][C:6]2[C:11]([C:12]=1[C:13]1[CH:18]=[CH:17][CH:16]=[CH:15][CH:14]=1)=[CH:10][CH:9]=[CH:8][CH:7]=2)#[N:2]. Given the reactants [C:1]([C:3]1[C:4](=N)[O:5][C:6]2[C:11]([C:12]=1[C:13]1[CH:18]=[CH:17][CH:16]=[CH:15][CH:14]=1)=[CH:10][CH:9]=[CH:8][CH:7]=2)#[N:2].Cl.C[OH:22], predict the reaction product. (9) Given the reactants [F:1][C:2]1[CH:7]=[CH:6][C:5]([C:8]2[NH:9][C:10]3[C:15]([C:16]=2[C:17](=[O:20])[NH:18][CH3:19])=[CH:14][C:13]([C:21]2[CH:22]=[C:23]([CH:27]=[CH:28][CH:29]=2)[C:24]([OH:26])=O)=[CH:12][CH:11]=3)=[CH:4][CH:3]=1.CCN(C(C)C)C(C)C.[C:39]([NH2:48])([C:42]1[CH:47]=[CH:46][CH:45]=[CH:44][CH:43]=1)([CH3:41])[CH3:40].CN(C(ON1N=NC2C=CC=NC1=2)=[N+](C)C)C.F[P-](F)(F)(F)(F)F, predict the reaction product. The product is: [F:1][C:2]1[CH:3]=[CH:4][C:5]([C:8]2[NH:9][C:10]3[C:15]([C:16]=2[C:17]([NH:18][CH3:19])=[O:20])=[CH:14][C:13]([C:21]2[CH:29]=[CH:28][CH:27]=[C:23]([C:24](=[O:26])[NH:48][C:39]([C:42]4[CH:47]=[CH:46][CH:45]=[CH:44][CH:43]=4)([CH3:41])[CH3:40])[CH:22]=2)=[CH:12][CH:11]=3)=[CH:6][CH:7]=1.